From a dataset of Full USPTO retrosynthesis dataset with 1.9M reactions from patents (1976-2016). Predict the reactants needed to synthesize the given product. (1) Given the product [C:12]([C:11]([C:5]1[CH:6]=[CH:7][C:8]([O:9][CH3:10])=[C:3]([O:2][CH3:1])[CH:4]=1)([CH:27]([CH3:29])[CH3:28])[CH2:14][CH2:15][CH2:16][N:17]([CH3:26])[CH2:18][CH2:19][C:20]1[CH:21]=[CH:22][CH:23]=[CH:24][C:25]=1[C:30]([OH:33])=[O:31])#[N:13], predict the reactants needed to synthesize it. The reactants are: [CH3:1][O:2][C:3]1[CH:4]=[C:5]([C:11]([CH:27]([CH3:29])[CH3:28])([CH2:14][CH2:15][CH2:16][N:17]([CH3:26])[CH2:18][CH2:19][C:20]2[CH:25]=[CH:24][CH:23]=[CH:22][CH:21]=2)[C:12]#[N:13])[CH:6]=[CH:7][C:8]=1[O:9][CH3:10].[CH3:30][OH:31].[C]=[O:33].C(N(CC)CC)C. (2) Given the product [Si:1]([O:8][C@@H:9]1[CH2:25][C@H:24]2[C@@:12]([CH3:41])([C@@H:13]3[C@@H:21]([CH2:22][C@@H:23]2[O:26][Si:27]([C:30]([CH3:31])([CH3:32])[CH3:33])([CH3:29])[CH3:28])[C@H:20]2[C@@:16]([CH3:40])([C@@H:17]([C@@:34]([OH:39])([CH2:36][C:37]#[C:38][C:52]4[S:53][CH:54]=[CH:55][CH:56]=4)[CH3:35])[CH2:18][CH2:19]2)[CH2:15][CH2:14]3)[CH2:11][CH2:10]1)([C:4]([CH3:7])([CH3:6])[CH3:5])([CH3:3])[CH3:2], predict the reactants needed to synthesize it. The reactants are: [Si:1]([O:8][C@@H:9]1[CH2:25][C@H:24]2[C@@:12]([CH3:41])([C@@H:13]3[C@@H:21]([CH2:22][C@@H:23]2[O:26][Si:27]([C:30]([CH3:33])([CH3:32])[CH3:31])([CH3:29])[CH3:28])[C@H:20]2[C@@:16]([CH3:40])([C@@H:17]([C@@:34]([OH:39])([CH2:36][C:37]#[CH:38])[CH3:35])[CH2:18][CH2:19]2)[CH2:15][CH2:14]3)[CH2:11][CH2:10]1)([C:4]([CH3:7])([CH3:6])[CH3:5])([CH3:3])[CH3:2].C(N(C(C)C)CC)(C)C.Br[C:52]1[S:53][CH:54]=[CH:55][CH:56]=1. (3) Given the product [CH:25]1([NH:24][C:20]2[N:19]=[CH:18][N:17]=[C:16]3[C:21]=2[N:22]=[CH:23][N:15]3[C@H:7]2[C@@H:8]3[O:9][C:10]([CH3:14])([CH3:13])[O:11][C@@H:12]3[C@@H:5]([C:3]([NH:31][NH2:32])=[O:4])[O:6]2)[CH2:29][CH2:28][CH2:27][CH2:26]1, predict the reactants needed to synthesize it. The reactants are: CO[C:3]([C@@H:5]1[C@@H:12]2[C@@H:8]([O:9][C:10]([CH3:14])([CH3:13])[O:11]2)[C@H:7]([N:15]2[CH:23]=[N:22][C:21]3[C:16]2=[N:17][CH:18]=[N:19][C:20]=3[NH:24][CH:25]2[CH2:29][CH2:28][CH2:27][CH2:26]2)[O:6]1)=[O:4].O.[NH2:31][NH2:32]. (4) Given the product [CH3:22][O:21][C:4]1[N:7]=[C:10]([CH:16]=[O:19])[CH:1]=[CH:2][CH:3]=1, predict the reactants needed to synthesize it. The reactants are: [CH2:1]([Li])[CH2:2][CH2:3][CH3:4].C[N:7]([CH3:10])C=O.S(=O)(=O)(O)O.[C:16](=[O:19])([O-])O.[Na+].[O:21]1CCC[CH2:22]1.